Dataset: CYP2C9 inhibition data for predicting drug metabolism from PubChem BioAssay. Task: Regression/Classification. Given a drug SMILES string, predict its absorption, distribution, metabolism, or excretion properties. Task type varies by dataset: regression for continuous measurements (e.g., permeability, clearance, half-life) or binary classification for categorical outcomes (e.g., BBB penetration, CYP inhibition). Dataset: cyp2c9_veith. (1) The drug is Cc1cccc(NC(=S)NCc2ccccn2)c1. The result is 0 (non-inhibitor). (2) The drug is CC(C)(C)c1ccc(COC(=O)CNC(=O)CNC(=O)Cc2ccccc2)cc1. The result is 0 (non-inhibitor).